Dataset: Full USPTO retrosynthesis dataset with 1.9M reactions from patents (1976-2016). Task: Predict the reactants needed to synthesize the given product. (1) Given the product [CH:17]([C:21]1[CH:26]=[CH:25][C:24]([S:27]([NH:1][C:2]2[CH:6]=[CH:5][S:4][C:3]=2[C:7]([O:9][CH3:10])=[O:8])(=[O:29])=[O:28])=[CH:23][CH:22]=1)([CH2:19][CH3:20])[CH3:18], predict the reactants needed to synthesize it. The reactants are: [NH2:1][C:2]1[CH:6]=[CH:5][S:4][C:3]=1[C:7]([O:9][CH3:10])=[O:8].N1C=CC=CC=1.[CH:17]([C:21]1[CH:26]=[CH:25][C:24]([S:27](Cl)(=[O:29])=[O:28])=[CH:23][CH:22]=1)([CH2:19][CH3:20])[CH3:18].O. (2) The reactants are: [NH2:1][C:2]1[CH:7]=[CH:6][N:5]=[CH:4][CH:3]=1.Br[C:9]1[CH:14]=[C:13]([O:15][CH2:16][CH3:17])[CH:12]=[CH:11][C:10]=1[N+:18]([O-:20])=[O:19].C1C=CC(P(C2C(C3C(P(C4C=CC=CC=4)C4C=CC=CC=4)=CC=C4C=3C=CC=C4)=C3C(C=CC=C3)=CC=2)C2C=CC=CC=2)=CC=1.CC(C)([O-])C.[Na+]. Given the product [CH2:16]([O:15][C:13]1[CH:12]=[CH:11][C:10]([N+:18]([O-:20])=[O:19])=[C:9]([NH:1][C:2]2[CH:7]=[CH:6][N:5]=[CH:4][CH:3]=2)[CH:14]=1)[CH3:17], predict the reactants needed to synthesize it.